From a dataset of Catalyst prediction with 721,799 reactions and 888 catalyst types from USPTO. Predict which catalyst facilitates the given reaction. (1) Reactant: [OH:1][C:2]1[C:11]([OH:12])=[CH:10][CH:9]=[CH:8][C:3]=1[C:4]([O:6][CH3:7])=[O:5].N1C=CC=CC=1.CN(C1C=CC=CN=1)C.[F:28][C:29]([F:42])([F:41])[S:30](O[S:30]([C:29]([F:42])([F:41])[F:28])(=[O:32])=[O:31])(=[O:32])=[O:31]. Product: [OH:1][C:2]1[C:11]([O:12][S:30]([C:29]([F:42])([F:41])[F:28])(=[O:32])=[O:31])=[CH:10][CH:9]=[CH:8][C:3]=1[C:4]([O:6][CH3:7])=[O:5]. The catalyst class is: 4. (2) Reactant: [NH2:1][C@@H:2]1[CH2:7][CH2:6][C@H:5]([N:8]2[C:13](=[O:14])[C:12]3[CH:15]=[C:16]([F:19])[CH:17]=[N:18][C:11]=3[N:10]([C:20]3[CH:21]=[C:22](C4C=CC(CN5CCCN(C(OCC6C=CC=CC=6)=O)CC5)=CC=4)[CH:23]=[CH:24][CH:25]=3)[C:9]2=[O:50])[CH2:4][CH2:3]1.[CH3:51][C:52]1[S:53][CH:54]=[C:55]([C:57]([OH:59])=O)[N:56]=1.[CH2:60]([N:62]([CH2:65][CH3:66])[CH2:63][CH3:64])[CH3:61].CCCP1(OP(CCC)(=O)OP([CH2:82][CH2:83][CH3:84])(=O)O1)=O.[CH2:85]1[CH2:89]OCC1.C([O-])(O)=O.[Na+].Br.[C:96](#[N:98])C. Product: [N:62]1([CH2:65][C:66]2[CH:84]=[CH:83][C:82]([C:22]3[CH:23]=[CH:24][CH:25]=[C:20]([N:10]4[C:11]5[N:18]=[CH:17][C:16]([F:19])=[CH:15][C:12]=5[C:13](=[O:14])[N:8]([C@@H:5]5[CH2:4][CH2:3][C@H:2]([NH:1][C:57]([C:55]6[N:56]=[C:52]([CH3:51])[S:53][CH:54]=6)=[O:59])[CH2:7][CH2:6]5)[C:9]4=[O:50])[CH:21]=3)=[CH:85][CH:89]=2)[CH2:63][CH2:64][CH2:96][NH:98][CH2:61][CH2:60]1. The catalyst class is: 15. (3) Reactant: [CH:1]1([C:7]([O:9]C)=O)[CH2:6][CH2:5][CH2:4][CH2:3][CH2:2]1.C(O)C.O.[NH2:15][NH2:16]. Product: [CH:1]1([C:7]([NH:15][NH2:16])=[O:9])[CH2:6][CH2:5][CH2:4][CH2:3][CH2:2]1. The catalyst class is: 6. (4) Reactant: [Mg].Br[CH2:3][CH2:4][CH2:5][CH2:6]Br.[O:8]1[CH2:12][CH2:11][CH2:10][CH:9]1[C:13]([O:15]CC)=O.[Cl-].[NH4+]. Product: [O:8]1[CH2:12][CH2:11][CH2:10][CH:9]1[C:13]1([OH:15])[CH2:6][CH2:5][CH2:4][CH2:3]1. The catalyst class is: 7. (5) Reactant: [C:1]([C:5]1[CH:16]=[C:15]([CH3:17])[CH:14]=[C:13]([C:18]([CH3:21])([CH3:20])[CH3:19])[C:6]=1[O:7][CH2:8][C:9](OC)=[O:10])([CH3:4])([CH3:3])[CH3:2].O.[NH2:23][NH2:24]. Product: [C:1]([C:5]1[CH:16]=[C:15]([CH3:17])[CH:14]=[C:13]([C:18]([CH3:21])([CH3:20])[CH3:19])[C:6]=1[O:7][CH2:8][C:9]([NH:23][NH2:24])=[O:10])([CH3:4])([CH3:3])[CH3:2]. The catalyst class is: 14.